From a dataset of CYP2C19 inhibition data for predicting drug metabolism from PubChem BioAssay. Regression/Classification. Given a drug SMILES string, predict its absorption, distribution, metabolism, or excretion properties. Task type varies by dataset: regression for continuous measurements (e.g., permeability, clearance, half-life) or binary classification for categorical outcomes (e.g., BBB penetration, CYP inhibition). Dataset: cyp2c19_veith. (1) The compound is COC(=O)c1ccc(CCc2cc(O)ccc2O)cc1. The result is 1 (inhibitor). (2) The molecule is O=C(Nc1ccccc1)N1CC2(CCN(C(=O)c3cc(C(F)(F)F)cc(C(F)(F)F)c3)CC2)C1. The result is 0 (non-inhibitor). (3) The compound is Cc1cc(C)c2cc(CN(Cc3nnnn3Cc3ccc(F)cc3)C3CCCC3)c(=O)[nH]c2c1. The result is 1 (inhibitor). (4) The compound is CCN(CC)CCNC(=O)c1ccc(NC(C)=O)cc1. The result is 0 (non-inhibitor). (5) The compound is CCCNC(=O)OC[C@@H]1O[C@H](CCO/N=C2\c3cc(OC)ccc3O[C@H](c3cccc(OC)c3)[C@H]2O)C=C[C@@H]1Oc1ccc(OC)cc1. The result is 1 (inhibitor). (6) The molecule is CCOc1ccccc1/C=C(\C#N)C(N)=O. The result is 0 (non-inhibitor). (7) The molecule is CN(C)c1ccc(-c2cc(Nc3ccc(F)cc3)ncn2)cc1. The result is 1 (inhibitor). (8) The drug is c1csc(CNc2cc(-c3ccoc3)ncn2)c1. The result is 1 (inhibitor). (9) The molecule is CCOC(=O)c1ccc(NC(=O)Nc2ccc3c4c(cccc24)C(=O)N3CC)cc1. The result is 1 (inhibitor). (10) The molecule is Cc1nc(S(=O)(=O)NC2CCCCC2)c(C#N)c(C)c1Cl. The result is 1 (inhibitor).